Dataset: Forward reaction prediction with 1.9M reactions from USPTO patents (1976-2016). Task: Predict the product of the given reaction. (1) Given the reactants [Cl:1][CH2:2][C:3]1[CH:11]=[CH:10][C:6]([C:7](Cl)=[O:8])=[CH:5][CH:4]=1.Cl.CN.[CH2:15]([N:17](CC)CC)C, predict the reaction product. The product is: [Cl:1][CH2:2][C:3]1[CH:11]=[CH:10][C:6]([C:7]([NH:17][CH3:15])=[O:8])=[CH:5][CH:4]=1. (2) Given the reactants Cl[C:2]1[C:3]2[CH:10]=[CH:9][NH:8][C:4]=2[N:5]=[C-:6][N:7]=1.[CH3:11][NH:12][CH:13]1[CH2:22][C@@H:16]2[CH2:17][NH:18][C:19](=[O:21])[CH2:20][C@@H:15]2[CH2:14]1.C(=O)([O-])[O-].[K+].[K+], predict the reaction product. The product is: [CH3:11][N:12]([C:2]1[C:3]2[CH:10]=[CH:9][NH:8][C:4]=2[N:5]=[CH:6][N:7]=1)[C@H:13]1[CH2:22][C@H:16]2[CH2:17][NH:18][C:19](=[O:21])[CH2:20][C@H:15]2[CH2:14]1.[CH3:11][N:12]([C:2]1[C:3]2[CH:10]=[CH:9][NH:8][C:4]=2[N:5]=[CH:6][N:7]=1)[C@@H:13]1[CH2:22][C@H:16]2[CH2:17][NH:18][C:19](=[O:21])[CH2:20][C@H:15]2[CH2:14]1. (3) Given the reactants [Br:1][CH2:2][O:3][CH3:4].C1(C)C=CC=CC=1.[CH2:12]([P:14]([CH2:17][CH3:18])[CH2:15][CH3:16])[CH3:13], predict the reaction product. The product is: [Br-:1].[CH2:12]([P+:14]([CH2:17][CH3:18])([CH2:15][CH3:16])[CH2:2][O:3][CH3:4])[CH3:13]. (4) Given the reactants Br[C:2]1[CH:28]=[CH:27][C:5]([CH2:6][CH:7]([CH2:18][NH:19][C:20]([O:22][C:23]([CH3:26])([CH3:25])[CH3:24])=[O:21])[C:8]([O:10][CH2:11][C:12]2[CH:17]=[CH:16][CH:15]=[CH:14][CH:13]=2)=[O:9])=[CH:4][CH:3]=1.[C:29]1(B(O)O)[CH:34]=[CH:33][CH:32]=[CH:31][CH:30]=1.C([O-])([O-])=O.[Na+].[Na+], predict the reaction product. The product is: [C:2]1([C:29]2[CH:34]=[CH:33][CH:32]=[CH:31][CH:30]=2)[CH:28]=[CH:27][C:5]([CH2:6][CH:7]([CH2:18][NH:19][C:20]([O:22][C:23]([CH3:26])([CH3:25])[CH3:24])=[O:21])[C:8]([O:10][CH2:11][C:12]2[CH:17]=[CH:16][CH:15]=[CH:14][CH:13]=2)=[O:9])=[CH:4][CH:3]=1. (5) Given the reactants C(OC([NH:8][CH2:9][CH2:10][NH:11][C:12]1[C:13]([C:31]([OH:33])=[O:32])=[N:14][N:15]([C:24]2[CH:29]=[CH:28][CH:27]=[CH:26][C:25]=2[Cl:30])[C:16]=1[C:17]1[CH:22]=[CH:21][C:20]([Cl:23])=[CH:19][CH:18]=1)=O)(C)(C)C.Cl.CCO, predict the reaction product. The product is: [NH2:8][CH2:9][CH2:10][NH:11][C:12]1[C:13]([C:31]([OH:33])=[O:32])=[N:14][N:15]([C:24]2[CH:29]=[CH:28][CH:27]=[CH:26][C:25]=2[Cl:30])[C:16]=1[C:17]1[CH:18]=[CH:19][C:20]([Cl:23])=[CH:21][CH:22]=1. (6) The product is: [C:22]1([S:19]([N:18]([CH2:35][C:36]([O:38][CH2:39][CH3:40])=[O:37])[C:14]2[CH:15]=[CH:16][CH:17]=[C:12]([O:11][CH2:10][CH2:9][C:6]3[CH:5]=[CH:4][C:3]([C:1]#[N:2])=[CH:8][CH:7]=3)[CH:13]=2)(=[O:21])=[O:20])[CH:27]=[CH:26][CH:25]=[CH:24][CH:23]=1. Given the reactants [C:1]([C:3]1[CH:8]=[CH:7][C:6]([CH2:9][CH2:10][O:11][C:12]2[CH:13]=[C:14]([NH:18][S:19]([C:22]3[CH:27]=[CH:26][CH:25]=[CH:24][CH:23]=3)(=[O:21])=[O:20])[CH:15]=[CH:16][CH:17]=2)=[CH:5][CH:4]=1)#[N:2].C([O-])([O-])=O.[K+].[K+].Br[CH2:35][C:36]([O:38][CH2:39][CH3:40])=[O:37], predict the reaction product. (7) Given the reactants Br[CH2:2][C:3]1[CH:8]=[C:7]([C:9]2[CH:14]=[CH:13][CH:12]=[CH:11][C:10]=2[C:15]([F:18])([F:17])[F:16])[N:6]=[CH:5][N:4]=1.[Cl:19][C:20]1[CH:25]=[CH:24][C:23]([C:26]2[N:27]([CH2:32][C@H:33]([OH:38])[C:34]([F:37])([F:36])[F:35])[C:28](=[O:31])[NH:29][N:30]=2)=[CH:22][CH:21]=1.C(=O)([O-])[O-].[Cs+].[Cs+], predict the reaction product. The product is: [Cl:19][C:20]1[CH:25]=[CH:24][C:23]([C:26]2[N:27]([CH2:32][C@H:33]([OH:38])[C:34]([F:36])([F:37])[F:35])[C:28](=[O:31])[N:29]([CH2:2][C:3]3[CH:8]=[C:7]([C:9]4[CH:14]=[CH:13][CH:12]=[CH:11][C:10]=4[C:15]([F:18])([F:17])[F:16])[N:6]=[CH:5][N:4]=3)[N:30]=2)=[CH:22][CH:21]=1. (8) Given the reactants [Br:1][C:2]1[N:3]=[C:4]([C@@H:12]2[CH2:17][CH2:16][CH2:15][N:14]([C:18]([O:20][CH2:21][C:22]3[CH:27]=[CH:26][CH:25]=[CH:24][CH:23]=3)=[O:19])[CH2:13]2)[N:5]2[CH:10]=[CH:9][N:8]=[C:7](Cl)[C:6]=12.[NH3:28].CC(O)C, predict the reaction product. The product is: [NH2:28][C:7]1[C:6]2[N:5]([C:4]([C@@H:12]3[CH2:17][CH2:16][CH2:15][N:14]([C:18]([O:20][CH2:21][C:22]4[CH:27]=[CH:26][CH:25]=[CH:24][CH:23]=4)=[O:19])[CH2:13]3)=[N:3][C:2]=2[Br:1])[CH:10]=[CH:9][N:8]=1.